The task is: Predict the reactants needed to synthesize the given product.. This data is from Full USPTO retrosynthesis dataset with 1.9M reactions from patents (1976-2016). (1) Given the product [Cl:43][C:44]1[CH:45]=[CH:46][C:47]2[N:53]3[C:54]([CH:57]([CH3:58])[CH3:59])=[N:55][N:56]=[C:52]3[CH:51]([CH2:60][C:61]([N:78]3[CH2:79][CH2:80][CH2:81][C@@H:77]3[CH2:76][OH:75])=[O:62])[O:50][CH:49]([C:64]3[CH:69]=[CH:68][CH:67]=[C:66]([O:70][CH3:71])[C:65]=3[O:72][CH3:73])[C:48]=2[CH:74]=1, predict the reactants needed to synthesize it. The reactants are: C1CN([P+](ON2N=NC3C=CC=CC2=3)(N2CCCC2)N2CCCC2)CC1.F[P-](F)(F)(F)(F)F.C(N(CC)C(C)C)(C)C.[Cl:43][C:44]1[CH:45]=[CH:46][C:47]2[N:53]3[C:54]([CH:57]([CH3:59])[CH3:58])=[N:55][N:56]=[C:52]3[CH:51]([CH2:60][C:61](O)=[O:62])[O:50][CH:49]([C:64]3[CH:69]=[CH:68][CH:67]=[C:66]([O:70][CH3:71])[C:65]=3[O:72][CH3:73])[C:48]=2[CH:74]=1.[OH:75][CH2:76][C@H:77]1[CH2:81][CH2:80][CH2:79][NH:78]1. (2) Given the product [F:1][C:2]1[CH:7]=[CH:6][CH:5]=[CH:4][C:3]=1[C:8]([CH:10]1[CH2:14][N:13]([C@H:15]([C:17]2[CH:22]=[CH:21][CH:20]=[CH:19][CH:18]=2)[CH3:16])[C:12](=[O:23])[CH2:11]1)=[N:25][OH:26], predict the reactants needed to synthesize it. The reactants are: [F:1][C:2]1[CH:7]=[CH:6][CH:5]=[CH:4][C:3]=1[C:8]([CH:10]1[CH2:14][N:13]([C@H:15]([C:17]2[CH:22]=[CH:21][CH:20]=[CH:19][CH:18]=2)[CH3:16])[C:12](=[O:23])[CH2:11]1)=O.Cl.[NH2:25][OH:26]. (3) Given the product [C:1]([C:5]1[CH:6]=[CH:7][C:8]([NH:9][C:19]2[CH:20]=[C:21]([C:25]3[CH:30]=[CH:29][CH:28]=[C:27]([O:31][CH3:32])[CH:26]=3)[N:22]=[CH:23][N:24]=2)=[CH:10][CH:11]=1)([CH3:4])([CH3:2])[CH3:3], predict the reactants needed to synthesize it. The reactants are: [C:1]([C:5]1[CH:11]=[CH:10][C:8]([NH2:9])=[CH:7][CH:6]=1)([CH3:4])([CH3:3])[CH3:2].CC(C)([O-])C.[K+].Cl[C:19]1[N:24]=[CH:23][N:22]=[C:21]([C:25]2[CH:30]=[CH:29][CH:28]=[C:27]([O:31][CH3:32])[CH:26]=2)[CH:20]=1.C1C=CC(P(C2C(C3C(P(C4C=CC=CC=4)C4C=CC=CC=4)=CC=C4C=3C=CC=C4)=C3C(C=CC=C3)=CC=2)C2C=CC=CC=2)=CC=1.